This data is from Reaction yield outcomes from USPTO patents with 853,638 reactions. The task is: Predict the reaction yield, written as a fraction of the theoretical maximum amount of product (1.0 means a 100% yield; for example, 0.34 means a 34% yield). (1) The yield is 0.630. The product is [N:47]([C:6]1([C:23]2[CH:28]=[CH:27][C:26]([C:29]3[CH2:33][C:32]([C:38]4[CH:43]=[C:42]([Cl:44])[C:41]([Cl:45])=[C:40]([Cl:46])[CH:39]=4)([C:34]([F:37])([F:36])[F:35])[O:31][N:30]=3)=[CH:25][CH:24]=2)[CH2:9][N:8]([CH:10]([C:17]2[CH:22]=[CH:21][CH:20]=[CH:19][CH:18]=2)[C:11]2[CH:16]=[CH:15][CH:14]=[CH:13][CH:12]=2)[CH2:7]1)=[N+:48]=[N-:49]. The catalyst is C(Cl)Cl.C([O-])(O)=O.[Na+]. The reactants are CS(O[C:6]1([C:23]2[CH:28]=[CH:27][C:26]([C:29]3[CH2:33][C:32]([C:38]4[CH:43]=[C:42]([Cl:44])[C:41]([Cl:45])=[C:40]([Cl:46])[CH:39]=4)([C:34]([F:37])([F:36])[F:35])[O:31][N:30]=3)=[CH:25][CH:24]=2)[CH2:9][N:8]([CH:10]([C:17]2[CH:22]=[CH:21][CH:20]=[CH:19][CH:18]=2)[C:11]2[CH:16]=[CH:15][CH:14]=[CH:13][CH:12]=2)[CH2:7]1)(=O)=O.[N-:47]=[N+:48]=[N-:49].[Na+].CS(C)=O. (2) The reactants are CN.O=C1C2C(=CC=CC=2)C(=O)[N:5]1[CH2:14][C:15]1[CH:23]=[CH:22][CH:21]=[CH:20][C:16]=1[C:17]([OH:19])=[O:18]. The catalyst is CCO. The product is [NH2:5][CH2:14][C:15]1[CH:23]=[CH:22][CH:21]=[CH:20][C:16]=1[C:17]([OH:19])=[O:18]. The yield is 0.810. (3) The reactants are [F:1][C:2]1[C:19]([C:20]2[CH:25]=[CH:24][CH:23]=[C:22]([F:26])[CH:21]=2)=[CH:18][C:17]([CH3:27])=[CH:16][C:3]=1[C:4]([NH:6][C:7]1[C:12]([CH3:13])=[CH:11][CH:10]=[C:9]([OH:14])[C:8]=1[CH3:15])=O. The catalyst is C1COCC1. The product is [F:1][C:2]1[C:19]([C:20]2[CH:25]=[CH:24][CH:23]=[C:22]([F:26])[CH:21]=2)=[CH:18][C:17]([CH3:27])=[CH:16][C:3]=1[CH2:4][NH:6][C:7]1[C:8]([CH3:15])=[C:9]([OH:14])[CH:10]=[CH:11][C:12]=1[CH3:13]. The yield is 0.390. (4) The reactants are Br[C:2]1[CH:7]=[CH:6][C:5]([C:8]2[N:12]=[CH:11][N:10]([C:13]3[CH:18]=[CH:17][C:16]([O:19][C:20]([F:23])([F:22])[F:21])=[CH:15][CH:14]=3)[N:9]=2)=[CH:4][CH:3]=1.[C:24]([O:28][C:29]([NH:31][CH2:32][CH2:33][B-](F)(F)F)=[O:30])([CH3:27])([CH3:26])[CH3:25].[K+].C(=O)([O-])[O-].[Cs+].[Cs+].C1(P(C2CCCCC2)C2C=CC=CC=2C2C(OC(C)C)=CC=CC=2OC(C)C)CCCCC1. The catalyst is C1(C)C=CC=CC=1.O.C(OCC)C.C([O-])(=O)C.[Pd+2].C([O-])(=O)C. The product is [F:21][C:20]([F:23])([F:22])[O:19][C:16]1[CH:17]=[CH:18][C:13]([N:10]2[CH:11]=[N:12][C:8]([C:5]3[CH:6]=[CH:7][C:2]([CH2:33][CH2:32][NH:31][C:29](=[O:30])[O:28][C:24]([CH3:27])([CH3:26])[CH3:25])=[CH:3][CH:4]=3)=[N:9]2)=[CH:14][CH:15]=1. The yield is 0.630.